Predict which catalyst facilitates the given reaction. From a dataset of Catalyst prediction with 721,799 reactions and 888 catalyst types from USPTO. (1) Reactant: [H-].[Na+].[CH:3]([C@@H:6]1[C:11](=[O:12])[NH:10][CH2:9][CH2:8][N:7]1[C:13]([O:15][C:16]([CH3:19])([CH3:18])[CH3:17])=[O:14])([CH3:5])[CH3:4].[F:20][C:21]1[CH:30]=[C:29](F)[C:28]([N+:32]([O-:34])=[O:33])=[CH:27][C:22]=1[C:23]([O:25][CH3:26])=[O:24].CCOC(C)=O. Product: [F:20][C:21]1[C:22]([C:23]([O:25][CH3:26])=[O:24])=[CH:27][C:28]([N+:32]([O-:34])=[O:33])=[C:29]([N:10]2[CH2:9][CH2:8][N:7]([C:13]([O:15][C:16]([CH3:17])([CH3:19])[CH3:18])=[O:14])[C@H:6]([CH:3]([CH3:5])[CH3:4])[C:11]2=[O:12])[CH:30]=1. The catalyst class is: 3. (2) Reactant: [CH:1]1([NH:4][CH2:5][C:6]2([OH:20])[CH2:11][CH2:10][N:9]([C:12]([O:14][C:15]([CH3:18])([CH3:17])[CH3:16])=[O:13])[CH:8]([CH3:19])[CH2:7]2)[CH2:3][CH2:2]1.[Cl:21][CH2:22][C:23](Cl)=[O:24].CCN(C(C)C)C(C)C. Product: [Cl:21][CH2:22][C:23]([N:4]([CH2:5][C:6]1([OH:20])[CH2:11][CH2:10][N:9]([C:12]([O:14][C:15]([CH3:16])([CH3:18])[CH3:17])=[O:13])[CH:8]([CH3:19])[CH2:7]1)[CH:1]1[CH2:3][CH2:2]1)=[O:24]. The catalyst class is: 2.